Dataset: Full USPTO retrosynthesis dataset with 1.9M reactions from patents (1976-2016). Task: Predict the reactants needed to synthesize the given product. Given the product [C:62]([C:46]1[CH:47]=[C:48]([O:54][CH2:55][C:56]2[CH:61]=[CH:60][CH:59]=[CH:58][CH:57]=2)[CH:49]=[C:50]([N+:51]([O-:53])=[O:52])[C:45]=1[CH:35]=[CH:34][C:33]([O:37][CH3:38])=[O:36])(=[O:64])[CH3:63], predict the reactants needed to synthesize it. The reactants are: F[B-](F)(F)F.C([PH+](C(C)(C)C)C(C)(C)C)(C)(C)C.C1(C(N)C2CCCCC2)CCCCC1.[C:33]([O:37][CH3:38])(=[O:36])[CH:34]=[CH2:35].FC(F)(F)S(O[C:45]1[C:50]([N+:51]([O-:53])=[O:52])=[CH:49][C:48]([O:54][CH2:55][C:56]2[CH:61]=[CH:60][CH:59]=[CH:58][CH:57]=2)=[CH:47][C:46]=1[C:62](=[O:64])[CH3:63])(=O)=O.